This data is from Experimentally validated miRNA-target interactions with 360,000+ pairs, plus equal number of negative samples. The task is: Binary Classification. Given a miRNA mature sequence and a target amino acid sequence, predict their likelihood of interaction. (1) The miRNA is hsa-miR-128-2-5p with sequence GGGGGCCGAUACACUGUACGAGA. The protein sequence of the target gene is MQRLQICVYIYLFVLIVAGPVDLSENSEQKENVEKEGLCNACMWRQNTKSSRIEAIKIQILSKLRLETAPNISRDAVRQLLPRAPPLRELIDQYDVQRDDSSDGSLEDDDYHATTETVIAMPAETDLLMQVEGKPKCCFFKFSSKIQYNKVVKAQLWIYLRPVKTPTTVFVQILRLIKPMKDGTRYTGIRSLKLDMNPGTGIWQSIDVKTVLQNWLKQPESNLGIEIKALDENGHDLAVTFPGPGEDGLNPFLEVKVTDTPKRSRRDFGLDCDEHSTESRCCRYPLTVDFEAFGWDWIIA.... Result: 0 (no interaction). (2) The miRNA is mmu-miR-467h with sequence AUAAGUGUGUGCAUGUAUAUGU. The protein sequence of the target gene is MAQPTSGLYSTFGFFICLLFFPASWEAGANTFQELQKTGEPPKFDHLLPLTQGLTHRASSDQKTSRQHPPDLPEATATQKAKNQCNTTRLVKPVHTPLDNAKAADYGNTTVRHEMPPASEKDLSSQGKHLMARNERSADDPRSTTSENGSDGKRLTSAPRRNTSCMPSTRRTSLTTKSGMRASPMGASASLRTTSQKPTTFHVSELIRQSSSPVYATETPRTSYNTLKTLTTSGPEHHTIPFASDKSVQITTEHIKEATSASEITRTQSTFTKYEGKTSPASESSSQAQVLPIKHHTTSA.... Result: 0 (no interaction). (3) The miRNA is hsa-miR-6856-5p with sequence AAGAGAGGAGCAGUGGUGCUGUGG. The protein sequence of the target gene is MMRTQCLLGLRTFVAFAAKLWSFFIYLLRRQIRTVIQYQTVRYDILPLSPVSRNRLAQVKRKILVLDLDETLIHSHHDGVLRPTVRPGTPPDFILKVVIDKHPVRFFVHKRPHVDFFLEVVSQWYELVVFTASMEIYGSAVADKLDNSRSILKRRYYRQHCTLELGSYIKDLSVVHSDLSSIVILDNSPGAYRSHPDNAIPIKSWFSDPSDTALLNLLPMLDALRFTADVRSVLSRNLHQHRLW. Result: 1 (interaction). (4) The miRNA is hsa-miR-2278 with sequence GAGAGCAGUGUGUGUUGCCUGG. The protein sequence of the target gene is MGCDRNCGLIAGAVIGAVLAVFGGILMPVGDLLIQKTIKKQVVLEEGTIAFKNWVKTGTEVYRQFWIFDVQNPQEVMMNSSNIQVKQRGPYTYRVRFLAKENVTQDAEDNTVSFLQPNGAIFEPSLSVGTEADNFTVLNLAVAAASHIYQNQFVQMILNSLINKSKSSMFQVRTLRELLWGYRDPFLSLVPYPVTTTVGLFYPYNNTADGVYKVFNGKDNISKVAIIDTYKGKRNLSYWESHCDMINGTDAASFPPFVEKSQVLQFFSSDICRSIYAVFESDVNLKGIPVYRFVLPSKAF.... Result: 0 (no interaction).